Dataset: Forward reaction prediction with 1.9M reactions from USPTO patents (1976-2016). Task: Predict the product of the given reaction. (1) Given the reactants [OH-].[Na+].[Br:3][C:4]1[CH:12]=[CH:11][CH:10]=[C:9]2[C:5]=1[CH:6]=[CH:7][NH:8]2.[F:13][C:14]([F:26])([F:25])[C:15]1[CH:16]=[C:17]([S:21](Cl)(=[O:23])=[O:22])[CH:18]=[CH:19][CH:20]=1, predict the reaction product. The product is: [Br:3][C:4]1[CH:12]=[CH:11][CH:10]=[C:9]2[C:5]=1[CH:6]=[CH:7][N:8]2[S:21]([C:17]1[CH:18]=[CH:19][CH:20]=[C:15]([C:14]([F:13])([F:25])[F:26])[CH:16]=1)(=[O:23])=[O:22]. (2) Given the reactants [N:1]1[CH:6]=[CH:5][C:4]([N:7]2[CH2:12][CH2:11][CH:10]([CH2:13][N:14]3[CH2:19][CH2:18][NH:17][CH2:16][C:15]3=[O:20])[CH2:9][CH2:8]2)=[CH:3][CH:2]=1.C(N(CC)CC)C.[Br:28][C:29]1[CH:30]=[C:31]([S:35](Cl)(=[O:37])=[O:36])[CH:32]=[CH:33][CH:34]=1, predict the reaction product. The product is: [Br:28][C:29]1[CH:30]=[C:31]([S:35]([N:17]2[CH2:18][CH2:19][N:14]([CH2:13][CH:10]3[CH2:11][CH2:12][N:7]([C:4]4[CH:5]=[CH:6][N:1]=[CH:2][CH:3]=4)[CH2:8][CH2:9]3)[C:15](=[O:20])[CH2:16]2)(=[O:37])=[O:36])[CH:32]=[CH:33][CH:34]=1.